From a dataset of Full USPTO retrosynthesis dataset with 1.9M reactions from patents (1976-2016). Predict the reactants needed to synthesize the given product. (1) Given the product [Br:15][CH:7]1[C:2](=[O:1])[CH2:3][CH2:4][N:5]([C:8]([O:10][C:11]([CH3:14])([CH3:13])[CH3:12])=[O:9])[CH2:6]1, predict the reactants needed to synthesize it. The reactants are: [O:1]=[C:2]1[CH2:7][CH2:6][N:5]([C:8]([O:10][C:11]([CH3:14])([CH3:13])[CH3:12])=[O:9])[CH2:4][CH2:3]1.[Br:15]C1(Br)C(=O)NC(=O)NC1=O. (2) The reactants are: Br[CH2:2][C:3]1[C:8]([C:9]([O:11][C:12]([CH3:15])([CH3:14])[CH3:13])=[O:10])=[C:7]([O:16]C(OC(C)(C)C)=O)[C:6]([C:24]([F:27])([F:26])[F:25])=[CH:5][CH:4]=1.C[O:29][C:30](=[O:49])[CH2:31][C:32]1[CH:37]=[CH:36][C:35]([C:38]2[CH:43]=[CH:42][C:41]([OH:44])=[CH:40][CH:39]=2)=[C:34]([O:45]COC)[CH:33]=1. Given the product [C:12]([O:11][C:9]([C:8]1[C:7]([OH:16])=[C:6]([C:24]([F:26])([F:27])[F:25])[CH:5]=[CH:4][C:3]=1[CH2:2][O:44][C:41]1[CH:40]=[CH:39][C:38]([C:35]2[CH:36]=[CH:37][C:32]([CH2:31][C:30]([OH:49])=[O:29])=[CH:33][C:34]=2[OH:45])=[CH:43][CH:42]=1)=[O:10])([CH3:15])([CH3:14])[CH3:13], predict the reactants needed to synthesize it. (3) Given the product [C:5]1([O:4][C:2](=[O:3])[NH:18][C:17]2[CH:16]=[CH:15][N:14]=[CH:13][C:12]=2[F:11])[CH:10]=[CH:9][CH:8]=[CH:7][CH:6]=1, predict the reactants needed to synthesize it. The reactants are: Cl[C:2]([O:4][C:5]1[CH:10]=[CH:9][CH:8]=[CH:7][CH:6]=1)=[O:3].[F:11][C:12]1[CH:13]=[N:14][CH:15]=[CH:16][C:17]=1[NH2:18].N1C=CC=CC=1.